From a dataset of Peptide-MHC class I binding affinity with 185,985 pairs from IEDB/IMGT. Regression. Given a peptide amino acid sequence and an MHC pseudo amino acid sequence, predict their binding affinity value. This is MHC class I binding data. (1) The peptide sequence is QIYPGIKVR. The MHC is Patr-B1301 with pseudo-sequence Patr-B1301. The binding affinity (normalized) is 0. (2) The peptide sequence is RPVFSSPPS. The MHC is HLA-B35:01 with pseudo-sequence HLA-B35:01. The binding affinity (normalized) is 0.00462. (3) The peptide sequence is YTKVVPLVY. The MHC is HLA-B58:01 with pseudo-sequence HLA-B58:01. The binding affinity (normalized) is 0.354. (4) The peptide sequence is SSPTILDNYTQ. The MHC is Mamu-A01 with pseudo-sequence Mamu-A01. The binding affinity (normalized) is 0.105.